Dataset: Reaction yield outcomes from USPTO patents with 853,638 reactions. Task: Predict the reaction yield, written as a fraction of the theoretical maximum amount of product (1.0 means a 100% yield; for example, 0.34 means a 34% yield). (1) The catalyst is ClCCl.O1CCOCC1.O. The product is [O:1]1[C:5]2[CH:6]=[CH:7][C:8]([CH2:10][N:11]([CH2:30][CH:31]([CH3:33])[CH3:32])[C:12](=[O:29])[C@@H:13]([NH:21][C:47](=[O:48])[CH2:46][C:42]([CH3:45])([CH3:44])[CH3:43])[CH2:14][C:15]3[N:19]([CH3:20])[CH:18]=[N:17][CH:16]=3)=[CH:9][C:4]=2[CH:3]=[CH:2]1. The reactants are [O:1]1[C:5]2[CH:6]=[CH:7][C:8]([CH2:10][N:11]([CH2:30][CH:31]([CH3:33])[CH3:32])[C:12](=[O:29])[C@@H:13]([NH:21]C(=O)OC(C)(C)C)[CH2:14][C:15]3[N:19]([CH3:20])[CH:18]=[N:17][CH:16]=3)=[CH:9][C:4]=2[CH:3]=[CH:2]1.Cl.C(N(CC)CC)C.[C:42]([CH2:46][C:47](Cl)=[O:48])([CH3:45])([CH3:44])[CH3:43]. The yield is 0.700. (2) The reactants are [O:1]=[C:2]1[C:6]2([CH2:11][CH2:10][NH:9][CH2:8][CH2:7]2)[N:5]([C:12]2[CH:17]=[CH:16][CH:15]=[CH:14][CH:13]=2)[CH2:4][N:3]1[C@H:18]([C:26]1[CH:31]=[CH:30][CH:29]=[CH:28][CH:27]=1)[C:19]([O:21][C:22]([CH3:25])([CH3:24])[CH3:23])=[O:20].Cl[CH2:33][CH2:34][CH2:35][N:36]1[C:44]2[C:39](=[CH:40][CH:41]=[CH:42][CH:43]=2)[CH:38](C)[C:37]1=[O:46].[I-].[Na+].C(=O)([O-])[O-].[K+].[K+]. The catalyst is CC(=O)CC. The product is [O:1]=[C:2]1[C:6]2([CH2:7][CH2:8][N:9]([CH2:33][CH2:34][CH2:35][N:36]3[C:44]4[C:39](=[CH:40][CH:41]=[CH:42][CH:43]=4)[CH2:38][C:37]3=[O:46])[CH2:10][CH2:11]2)[N:5]([C:12]2[CH:17]=[CH:16][CH:15]=[CH:14][CH:13]=2)[CH2:4][N:3]1[C@H:18]([C:26]1[CH:27]=[CH:28][CH:29]=[CH:30][CH:31]=1)[C:19]([O:21][C:22]([CH3:24])([CH3:25])[CH3:23])=[O:20]. The yield is 0.280. (3) The reactants are C[O:2][C:3]([C:5]1([C:9]2[CH:14]=[CH:13][C:12]([NH:15][C:16]3[N:21]=[C:20]([NH2:22])[CH:19]=[C:18]([C:23]4[CH:28]=[CH:27][CH:26]=[CH:25][CH:24]=4)[N:17]=3)=[CH:11][CH:10]=2)[CH2:8][CH2:7][CH2:6]1)=[O:4].[OH-].[Na+]. The catalyst is CO. The product is [NH2:22][C:20]1[CH:19]=[C:18]([C:23]2[CH:24]=[CH:25][CH:26]=[CH:27][CH:28]=2)[N:17]=[C:16]([NH:15][C:12]2[CH:13]=[CH:14][C:9]([C:5]3([C:3]([OH:4])=[O:2])[CH2:6][CH2:7][CH2:8]3)=[CH:10][CH:11]=2)[N:21]=1. The yield is 0.787. (4) The product is [Cl:1][CH2:2][CH2:3][CH2:4][S:5]([O:8][CH2:9][C:10]([CH3:26])([CH3:27])[C@@H:11]([O:18][Si:19]([CH3:25])([CH3:24])[C:20]([CH3:22])([CH3:21])[CH3:23])[CH:12]=[O:30])(=[O:6])=[O:7]. The catalyst is ClCCl. The reactants are [Cl:1][CH2:2][CH2:3][CH2:4][S:5]([O:8][CH2:9][C:10]([CH3:27])([CH3:26])[C@@H:11]([O:18][Si:19]([CH3:25])([CH3:24])[C:20]([CH3:23])([CH3:22])[CH3:21])/[CH:12]=C/C(OC)=O)(=[O:7])=[O:6].O=O.[O:30]=[O+][O-].CSC. The yield is 0.520. (5) The reactants are [O:1]([C@H:9]([CH3:13])[CH2:10][CH2:11][OH:12])[Si:2]([C:5]([CH3:8])([CH3:7])[CH3:6])([CH3:4])[CH3:3].C[Si]([N-][Si](C)(C)C)(C)C.[Na+].[F:24][C:25]1[CH:26]=[C:27]([N:32]2[C:37](=[O:38])[C:36](Br)=[C:35]([Br:40])[CH:34]=[N:33]2)[CH:28]=[CH:29][C:30]=1[F:31]. The yield is 0.510. The product is [F:24][C:25]1[CH:26]=[C:27]([N:32]2[C:37](=[O:38])[C:36]([O:12][CH2:11][CH2:10][C@H:9]([O:1][Si:2]([C:5]([CH3:6])([CH3:7])[CH3:8])([CH3:4])[CH3:3])[CH3:13])=[C:35]([Br:40])[CH:34]=[N:33]2)[CH:28]=[CH:29][C:30]=1[F:31]. The catalyst is C1COCC1. (6) The reactants are [CH3:1][C:2]([Si:5]([CH3:26])([CH3:25])[O:6][CH2:7][C:8]1[CH:13]=[C:12]([O:14][CH3:15])[N:11]=[C:10](/[CH:16]=[CH:17]/[C:18]([O:20][CH2:21][CH2:22][CH2:23][CH3:24])=[O:19])[CH:9]=1)([CH3:4])[CH3:3]. The catalyst is [Pd].CO. The product is [CH3:3][C:2]([Si:5]([CH3:25])([CH3:26])[O:6][CH2:7][C:8]1[CH:13]=[C:12]([O:14][CH3:15])[N:11]=[C:10]([CH2:16][CH2:17][C:18]([O:20][CH2:21][CH2:22][CH2:23][CH3:24])=[O:19])[CH:9]=1)([CH3:1])[CH3:4]. The yield is 0.980.